This data is from Merck oncology drug combination screen with 23,052 pairs across 39 cell lines. The task is: Regression. Given two drug SMILES strings and cell line genomic features, predict the synergy score measuring deviation from expected non-interaction effect. (1) Drug 1: CCN(CC)CCNC(=O)c1c(C)[nH]c(C=C2C(=O)Nc3ccc(F)cc32)c1C. Drug 2: CCc1c2c(nc3ccc(O)cc13)-c1cc3c(c(=O)n1C2)COC(=O)C3(O)CC. Cell line: UWB1289BRCA1. Synergy scores: synergy=9.11. (2) Synergy scores: synergy=-0.858. Drug 2: COC1=C2CC(C)CC(OC)C(O)C(C)C=C(C)C(OC(N)=O)C(OC)C=CC=C(C)C(=O)NC(=CC1=O)C2=O. Cell line: SW620. Drug 1: O=C(O)C1(Cc2cccc(Nc3nccs3)n2)CCC(Oc2cccc(Cl)c2F)CC1. (3) Drug 1: COC1CC2CCC(C)C(O)(O2)C(=O)C(=O)N2CCCCC2C(=O)OC(C(C)CC2CCC(OP(C)(C)=O)C(OC)C2)CC(=O)C(C)C=C(C)C(O)C(OC)C(=O)C(C)CC(C)C=CC=CC=C1C. Drug 2: NC1CCCCC1N.O=C(O)C(=O)O.[Pt+2]. Cell line: DLD1. Synergy scores: synergy=-1.07. (4) Synergy scores: synergy=45.1. Drug 1: CS(=O)(=O)CCNCc1ccc(-c2ccc3ncnc(Nc4ccc(OCc5cccc(F)c5)c(Cl)c4)c3c2)o1. Cell line: OVCAR3. Drug 2: O=C(NOCC(O)CO)c1ccc(F)c(F)c1Nc1ccc(I)cc1F. (5) Drug 2: NC1(c2ccc(-c3nc4ccn5c(=O)[nH]nc5c4cc3-c3ccccc3)cc2)CCC1. Cell line: OVCAR3. Synergy scores: synergy=-9.71. Drug 1: CCC1(O)CC2CN(CCc3c([nH]c4ccccc34)C(C(=O)OC)(c3cc4c(cc3OC)N(C)C3C(O)(C(=O)OC)C(OC(C)=O)C5(CC)C=CCN6CCC43C65)C2)C1. (6) Drug 1: CS(=O)(=O)CCNCc1ccc(-c2ccc3ncnc(Nc4ccc(OCc5cccc(F)c5)c(Cl)c4)c3c2)o1. Drug 2: CCc1c2c(nc3ccc(O)cc13)-c1cc3c(c(=O)n1C2)COC(=O)C3(O)CC. Cell line: KPL1. Synergy scores: synergy=15.5.